Dataset: Catalyst prediction with 721,799 reactions and 888 catalyst types from USPTO. Task: Predict which catalyst facilitates the given reaction. (1) The catalyst class is: 16. Product: [NH2:32][CH2:31][C@H:28]1[CH2:29][CH2:30][C@H:25]([NH:24][C:5]2[CH:4]=[C:3]([C:9]3[CH:10]=[N:11][CH:12]=[C:13]([O:15][CH2:16][C:17]4[CH:22]=[CH:21][CH:20]=[C:19]([F:23])[CH:18]=4)[CH:14]=3)[C:2]([Cl:1])=[CH:7][N:6]=2)[CH2:26][CH2:27]1. Reactant: [Cl:1][C:2]1[C:3]([C:9]2[CH:10]=[N:11][CH:12]=[C:13]([O:15][CH2:16][C:17]3[CH:22]=[CH:21][CH:20]=[C:19]([F:23])[CH:18]=3)[CH:14]=2)=[CH:4][C:5](F)=[N:6][CH:7]=1.[NH2:24][C@H:25]1[CH2:30][CH2:29][C@H:28]([CH2:31][NH:32]C(=O)OC(C)(C)C)[CH2:27][CH2:26]1.Cl.O1CCOCC1. (2) Reactant: Cl[C:2]1[N:7]=[C:6]([C:8]2[CH:9]=[C:10]([NH2:15])[CH:11]=[CH:12][C:13]=2[F:14])[CH:5]=[CH:4][N:3]=1.C(N(CC)CC)C.[H][H]. Product: [F:14][C:13]1[CH:12]=[CH:11][C:10]([NH2:15])=[CH:9][C:8]=1[C:6]1[CH:5]=[CH:4][N:3]=[CH:2][N:7]=1. The catalyst class is: 45.